The task is: Predict the reactants needed to synthesize the given product.. This data is from Full USPTO retrosynthesis dataset with 1.9M reactions from patents (1976-2016). (1) Given the product [CH2:16]([O:15][C:13]([C:12]1[CH:11]=[N:29][N:28]([CH2:26][CH3:27])[C:18]=1[NH2:19])=[O:14])[CH3:17], predict the reactants needed to synthesize it. The reactants are: C(N(CC)CC)C.C(O[CH:11]=[C:12]([C:18]#[N:19])[C:13]([O:15][CH2:16][CH3:17])=[O:14])C.C(O)(=O)C(O)=O.[CH2:26]([NH:28][NH2:29])[CH3:27]. (2) Given the product [C:14]([O:13][C:11]([N:8]([CH2:7][C@@H:5]1[CH2:4][O:3][C:2]([CH3:10])([CH3:1])[O:6]1)[NH2:9])=[O:12])([CH3:17])([CH3:16])[CH3:15], predict the reactants needed to synthesize it. The reactants are: [CH3:1][C:2]1([CH3:10])[O:6][C@H:5]([CH2:7][NH:8][NH2:9])[CH2:4][O:3]1.[C:11](O[C:11]([O:13][C:14]([CH3:17])([CH3:16])[CH3:15])=[O:12])([O:13][C:14]([CH3:17])([CH3:16])[CH3:15])=[O:12]. (3) The reactants are: C[O:2][C:3](=O)[CH2:4][C:5](=O)[CH3:6].Br[CH2:10][C:11]([C:13]1[CH:18]=[C:17]([F:19])[CH:16]=[CH:15][C:14]=1[O:20][CH3:21])=O.[CH2:22]([NH2:30])[CH2:23][C:24]1[CH:29]=[CH:28][CH:27]=[CH:26][CH:25]=1.[C@@H:31]([NH2:35])([CH2:33][CH3:34])[CH3:32]. Given the product [C@@H:31]([NH:35][C:3]([C:4]1[CH:10]=[C:11]([C:13]2[CH:18]=[C:17]([F:19])[CH:16]=[CH:15][C:14]=2[O:20][CH3:21])[N:30]([CH2:22][CH2:23][C:24]2[CH:29]=[CH:28][CH:27]=[CH:26][CH:25]=2)[C:5]=1[CH3:6])=[O:2])([CH2:33][CH3:34])[CH3:32], predict the reactants needed to synthesize it. (4) The reactants are: [C:1]1([CH2:7][C@H:8]([NH:19][C:20]([NH:22][S:23]([C:26]2[CH:31]=[CH:30][CH:29]=[CH:28][C:27]=2[CH3:32])(=[O:25])=[O:24])=[O:21])[C:9]([O:11]CC2C=CC=CC=2)=[O:10])[CH:6]=[CH:5][CH:4]=[CH:3][CH:2]=1.[H][H]. Given the product [C:1]1([CH2:7][C@H:8]([NH:19][C:20]([NH:22][S:23]([C:26]2[CH:31]=[CH:30][CH:29]=[CH:28][C:27]=2[CH3:32])(=[O:25])=[O:24])=[O:21])[C:9]([OH:11])=[O:10])[CH:2]=[CH:3][CH:4]=[CH:5][CH:6]=1, predict the reactants needed to synthesize it. (5) Given the product [C:1]([N:4]1[CH2:5][CH2:6][N:7]([C:10]2[CH:11]=[CH:12][C:13]([NH:16][C:17]3[N:25]=[C:24]4[C:20]([N:21]=[CH:22][NH:23]4)=[C:19]([N:26]4[CH2:31][CH2:30][CH2:29][CH:28]([C:32]([OH:34])=[O:33])[CH2:27]4)[N:18]=3)=[CH:14][CH:15]=2)[CH2:8][CH2:9]1)(=[O:3])[CH3:2], predict the reactants needed to synthesize it. The reactants are: [C:1]([N:4]1[CH2:9][CH2:8][N:7]([C:10]2[CH:15]=[CH:14][C:13]([NH:16][C:17]3[N:25]=[C:24]4[C:20]([N:21]=[CH:22][NH:23]4)=[C:19]([N:26]4[CH2:31][CH2:30][CH2:29][CH:28]([C:32]([O:34]CCCC)=[O:33])[CH2:27]4)[N:18]=3)=[CH:12][CH:11]=2)[CH2:6][CH2:5]1)(=[O:3])[CH3:2].[Li+].[OH-].CC(O)=O. (6) Given the product [CH2:1]([NH:8][C:9]([NH:18][CH2:11][C:12]1[CH:17]=[CH:16][CH:15]=[CH:14][CH:13]=1)=[O:10])[C:2]1[CH:7]=[CH:6][CH:5]=[CH:4][CH:3]=1, predict the reactants needed to synthesize it. The reactants are: [CH2:1]([N:8]=[C:9]=[O:10])[C:2]1[CH:7]=[CH:6][CH:5]=[CH:4][CH:3]=1.[CH2:11]([NH2:18])[C:12]1[CH:17]=[CH:16][CH:15]=[CH:14][CH:13]=1. (7) The reactants are: [CH3:1][C:2]1[CH:7]=[CH:6][C:5]([N+:8]([O-:10])=[O:9])=[CH:4][C:3]=1[N:11]1[C:15](=[O:16])[CH2:14][CH:13]([C:17]([OH:19])=O)[CH2:12]1.[NH2:20][C:21]1([CH:27](C)[C:28]([O:30][CH2:31][CH3:32])=[O:29])C=CC=NC1.[CH:34]1[CH:39]=[N:38][C:37]2N(O)N=N[C:36]=2[CH:35]=1.CCN(C(C)C)C(C)C.CCN=C=NCCCN(C)C. Given the product [CH3:1][C:2]1[CH:7]=[CH:6][C:5]([N+:8]([O-:10])=[O:9])=[CH:4][C:3]=1[N:11]1[C:15](=[O:16])[CH2:14][CH:13]([C:17]([NH:20][CH:21]([C:36]2[CH:37]=[N:38][CH:39]=[CH:34][CH:35]=2)[CH2:27][C:28]([O:30][CH2:31][CH3:32])=[O:29])=[O:19])[CH2:12]1, predict the reactants needed to synthesize it.